This data is from Forward reaction prediction with 1.9M reactions from USPTO patents (1976-2016). The task is: Predict the product of the given reaction. Given the reactants [CH:1](=O)[CH2:2][CH2:3][CH2:4][CH2:5][CH2:6][CH2:7][CH2:8][CH3:9].[ClH:11].Cl.[C:13]([C:17]1[CH:22]=[CH:21][C:20]([NH:23][C:24]([NH:26][C:27]([NH2:29])=[NH:28])=[NH:25])=[CH:19][CH:18]=1)([CH3:16])([CH3:15])[CH3:14], predict the reaction product. The product is: [ClH:11].[CH2:2]([CH:1]1[N:23]([C:20]2[CH:21]=[CH:22][C:17]([C:13]([CH3:14])([CH3:16])[CH3:15])=[CH:18][CH:19]=2)[C:24]([NH2:25])=[N:26][C:27]([NH2:29])=[N:28]1)[CH2:3][CH2:4][CH2:5][CH2:6][CH2:7][CH2:8][CH3:9].